This data is from Reaction yield outcomes from USPTO patents with 853,638 reactions. The task is: Predict the reaction yield, written as a fraction of the theoretical maximum amount of product (1.0 means a 100% yield; for example, 0.34 means a 34% yield). The reactants are [CH3:1][O:2][C:3]1[CH:8]=[CH:7][C:6]([CH:9]([N:13]2[CH2:18][CH2:17][CH2:16][CH2:15][CH2:14]2)[C:10]([O-:12])=[O:11])=[CH:5][CH:4]=1.[Li+].C1CCC(N=C=NC2CCCCC2)CC1.C1C=CC2N(O)N=NC=2C=1.[N:45]12[CH2:52][CH2:51][CH:48]([CH2:49][CH2:50]1)[C@@H:47](O)[CH2:46]2. The catalyst is C1COCC1. The product is [CH3:1][O:2][C:3]1[CH:4]=[CH:5][C:6]([CH:9]([N:13]2[CH2:18][CH2:17][CH2:16][CH2:15][CH2:14]2)[C:10]([O:12][C@@H:47]2[CH:48]3[CH2:51][CH2:52][N:45]([CH2:50][CH2:49]3)[CH2:46]2)=[O:11])=[CH:7][CH:8]=1. The yield is 0.384.